The task is: Predict the reactants needed to synthesize the given product.. This data is from Full USPTO retrosynthesis dataset with 1.9M reactions from patents (1976-2016). (1) Given the product [CH3:5][C:6]1[CH:7]=[N:8][CH:9]=[C:10]([N+:1]([O-:4])=[O:2])[C:11]=1[O:12][CH3:13], predict the reactants needed to synthesize it. The reactants are: [N+:1]([O-:4])(O)=[O:2].[CH3:5][C:6]1[CH:7]=[N:8][CH:9]=[CH:10][C:11]=1[O:12][CH3:13].C(=O)([O-])[O-].[K+].[K+]. (2) Given the product [Cl:26][C:27]1[CH:32]=[C:31]([C:8]2[S:12][C:11]([C:13]([OH:15])=[O:14])=[N:10][C:9]=2[C:18]2[CH:23]=[CH:22][CH:21]=[C:20]([C:24]#[N:25])[CH:19]=2)[CH:30]=[CH:29][CH:28]=1, predict the reactants needed to synthesize it. The reactants are: C(=O)([O-])[O-].[Na+].[Na+].Br[C:8]1[S:12][C:11]([C:13]([O:15]CC)=[O:14])=[N:10][C:9]=1[C:18]1[CH:23]=[CH:22][CH:21]=[C:20]([C:24]#[N:25])[CH:19]=1.[Cl:26][C:27]1[CH:28]=[C:29](B(O)O)[CH:30]=[CH:31][CH:32]=1. (3) Given the product [F:1][C:2]1[CH:10]=[CH:9][C:5]([C:6]([O:8][CH2:24][CH2:25][CH2:26][O:27][CH3:28])=[O:7])=[CH:4][C:3]=1[O:11][CH2:17][CH2:29][CH2:30][O:15][CH3:14], predict the reactants needed to synthesize it. The reactants are: [F:1][C:2]1[CH:10]=[CH:9][C:5]([C:6]([OH:8])=[O:7])=[CH:4][C:3]=1[OH:11].CN(C)[CH:14]=[O:15].[C:17](=O)([O-])[O-].[K+].[K+].Br[CH2:24][CH2:25][CH2:26][O:27][CH3:28].[C:29](#N)[CH3:30].